From a dataset of Reaction yield outcomes from USPTO patents with 853,638 reactions. Predict the reaction yield, written as a fraction of the theoretical maximum amount of product (1.0 means a 100% yield; for example, 0.34 means a 34% yield). The reactants are [CH3:1][O:2][C:3]1[CH:8]=[CH:7][C:6]([C:9]2[C:17]([C:18](=[N:22][OH:23])[CH:19]([CH3:21])[CH3:20])=[C:12]3[CH:13]=[CH:14][CH:15]=[CH:16][N:11]3[N:10]=2)=[CH:5][CH:4]=1.C[Si]([N:28]=[C:29]=[O:30])(C)C.N1C=CC=CC=1. The catalyst is C1COCC1. The product is [C:29]([O:23][N:22]=[C:18]([C:17]1[C:9]([C:6]2[CH:7]=[CH:8][C:3]([O:2][CH3:1])=[CH:4][CH:5]=2)=[N:10][N:11]2[CH:16]=[CH:15][CH:14]=[CH:13][C:12]=12)[CH:19]([CH3:20])[CH3:21])(=[O:30])[NH2:28]. The yield is 0.298.